The task is: Predict the reaction yield, written as a fraction of the theoretical maximum amount of product (1.0 means a 100% yield; for example, 0.34 means a 34% yield).. This data is from Reaction yield outcomes from USPTO patents with 853,638 reactions. (1) The reactants are F.F.F.C(N(CC)CC)C.C(N(CC)CC)C.[Si]([O:35][CH2:36][C@H:37]1[O:41][C@@H:40]([N:42]2[CH:49]=[C:48]([CH3:50])[C:46](=[O:47])[NH:45][C:43]2=[O:44])[C@H:39]([O:51][CH2:52][CH2:53][O:54][N:55]([CH3:57])[CH3:56])[C@@H:38]1[OH:58])(C(C)(C)C)(C1C=CC=CC=1)C1C=CC=CC=1.CO. The catalyst is C1COCC1.C(Cl)Cl. The product is [CH3:56][N:55]([CH3:57])[O:54][CH2:53][CH2:52][O:51][C@@H:39]1[C@H:38]([OH:58])[C@@H:37]([CH2:36][OH:35])[O:41][C@H:40]1[N:42]1[CH:49]=[C:48]([CH3:50])[C:46](=[O:47])[NH:45][C:43]1=[O:44]. The yield is 0.925. (2) The reactants are Cl[C:2]1[NH:11][C:10](=[O:12])[C:9]2[C:4](=[CH:5][CH:6]=[C:7]([CH3:13])[CH:8]=2)[N:3]=1.[S:14]1(=[O:25])[C:20]2[CH:21]=[CH:22][CH:23]=[CH:24][C:19]=2[CH2:18][NH:17][CH2:16][CH2:15]1.C(N(CC)CC)C. The catalyst is C1(C)C=CC=CC=1. The product is [CH3:13][C:7]1[CH:8]=[C:9]2[C:4](=[CH:5][CH:6]=1)[N:3]=[C:2]([N:17]1[CH2:18][C:19]3[CH:24]=[CH:23][CH:22]=[CH:21][C:20]=3[S:14](=[O:25])[CH2:15][CH2:16]1)[NH:11][C:10]2=[O:12]. The yield is 0.800. (3) The reactants are [CH3:1][CH:2]([C:6]1[CH:11]=[CH:10][CH:9]=[CH:8][C:7]=1[N+:12]([O-])=O)[C:3]([CH3:5])=O.[C]=O. The product is [CH3:5][C:3]1[NH:12][C:7]2[C:6]([C:2]=1[CH3:1])=[CH:11][CH:10]=[CH:9][CH:8]=2. The catalyst is C1([Fe](=C=O)=C=O)C=CC=C1.C1(C)C=CC=CC=1. The yield is 0.910.